From a dataset of Reaction yield outcomes from USPTO patents with 853,638 reactions. Predict the reaction yield, written as a fraction of the theoretical maximum amount of product (1.0 means a 100% yield; for example, 0.34 means a 34% yield). (1) The reactants are [CH2:1]([O:8][C:9]1[CH:10]=[C:11]2[C:16](=[CH:17][CH:18]=1)[N:15]=[C:14]([CH2:19][CH:20]([CH3:22])[CH3:21])[C:13]([CH2:23][N:24]1C(=O)C3C(=CC=CC=3)C1=O)=[C:12]2[CH2:35][CH2:36][CH2:37][CH3:38])[C:2]1[CH:7]=[CH:6][CH:5]=[CH:4][CH:3]=1.O.NN.O.[C:51](O[C:51]([O:53][C:54]([CH3:57])([CH3:56])[CH3:55])=[O:52])([O:53][C:54]([CH3:57])([CH3:56])[CH3:55])=[O:52]. The catalyst is C(O)C. The product is [CH2:1]([O:8][C:9]1[CH:10]=[C:11]2[C:16](=[CH:17][CH:18]=1)[N:15]=[C:14]([CH2:19][CH:20]([CH3:21])[CH3:22])[C:13]([CH2:23][NH:24][C:51](=[O:52])[O:53][C:54]([CH3:55])([CH3:56])[CH3:57])=[C:12]2[CH2:35][CH2:36][CH2:37][CH3:38])[C:2]1[CH:3]=[CH:4][CH:5]=[CH:6][CH:7]=1. The yield is 0.790. (2) The reactants are [NH:1]1[C:5]2[CH:6]=[CH:7][C:8]([C:10]([OH:12])=O)=[CH:9][C:4]=2[N:3]=[CH:2]1.[CH3:13][C:14]1([CH3:28])[CH2:23][C@H:22]2[C@H:17]([CH2:18][CH2:19][CH2:20][NH:21]2)[C:16]2[CH:24]=[CH:25][CH:26]=[CH:27][C:15]1=2. No catalyst specified. The product is [NH:1]1[C:5]2[CH:6]=[CH:7][C:8]([C:10]([N:21]3[C@@H:22]4[C@@H:17]([C:16]5[CH:24]=[CH:25][CH:26]=[CH:27][C:15]=5[C:14]([CH3:28])([CH3:13])[CH2:23]4)[CH2:18][CH2:19][CH2:20]3)=[O:12])=[CH:9][C:4]=2[N:3]=[CH:2]1. The yield is 0.580. (3) The reactants are Cl.[CH:2]([N:5]1[C:13]2[C:8](=[CH:9][C:10]([C:14]3[O:18][N:17]=[C:16]([C:19]4[C:20]([CH3:29])=[C:21]5[C:26](=[CH:27][CH:28]=4)[CH2:25][NH:24][CH2:23][CH2:22]5)[N:15]=3)=[CH:11][CH:12]=2)[CH:7]=[CH:6]1)([CH3:4])[CH3:3].[C:30]([O:34][CH2:35][CH3:36])(=[O:33])[CH:31]=[CH2:32]. No catalyst specified. The product is [CH2:35]([O:34][C:30](=[O:33])[CH2:31][CH2:32][N:24]1[CH2:23][CH2:22][C:21]2[C:26](=[CH:27][CH:28]=[C:19]([C:16]3[N:15]=[C:14]([C:10]4[CH:9]=[C:8]5[C:13](=[CH:12][CH:11]=4)[N:5]([CH:2]([CH3:4])[CH3:3])[CH:6]=[CH:7]5)[O:18][N:17]=3)[C:20]=2[CH3:29])[CH2:25]1)[CH3:36]. The yield is 0.690. (4) The reactants are [CH:1]([C:4]1[C:5]([CH2:10][OH:11])=[N:6][CH:7]=[CH:8][CH:9]=1)([CH3:3])[CH3:2]. The catalyst is C(Cl)Cl.[O-2].[Mn+4].[O-2]. The product is [CH:1]([C:4]1[C:5]([CH:10]=[O:11])=[N:6][CH:7]=[CH:8][CH:9]=1)([CH3:3])[CH3:2]. The yield is 0.610. (5) The catalyst is C(#N)C. The reactants are [C:1]([C:4]1[C:22](=[O:23])[C@@:8]2([CH3:24])[C:9]3[C:15]([OH:16])=[CH:14][C:13]([O:17][CH3:18])=[C:12]([C:19]([NH2:21])=[O:20])[C:10]=3[O:11][C:7]2=[CH:6][C:5]=1[OH:25])(=[O:3])[CH3:2].[CH2:26]([O:30][CH2:31][C:32]1[CH:39]=[C:38]([CH3:40])[C:35]([CH:36]=O)=[C:34]([CH3:41])[C:33]=1[CH3:42])[C:27]#[C:28][CH3:29].C([SiH](CC)CC)C.FC(F)(F)C(O)=O. The yield is 0.440. The product is [C:1]([C:4]1[C:22](=[O:23])[C@@:8]2([CH3:24])[C:9]3[C:15]([OH:16])=[CH:14][C:13]([O:17][CH3:18])=[C:12]([C:19]([NH:21][CH2:36][C:35]4[C:38]([CH3:40])=[CH:39][C:32]([CH2:31][O:30][CH2:26][C:27]#[C:28][CH3:29])=[C:33]([CH3:42])[C:34]=4[CH3:41])=[O:20])[C:10]=3[O:11][C:7]2=[CH:6][C:5]=1[OH:25])(=[O:3])[CH3:2]. (6) The reactants are [NH2:1][CH:2]([CH3:12])[CH2:3][NH:4][C:5](=[O:11])[O:6][C:7]([CH3:10])([CH3:9])[CH3:8].[OH:13][C:14]1[CH:22]=[CH:21][CH:20]=[CH:19][C:15]=1[C:16](O)=[O:17].N1C=CN=C1.C1CCC(N=C=NC2CCCCC2)CC1. The catalyst is CCOC(C)=O. The product is [OH:13][C:14]1[CH:22]=[CH:21][CH:20]=[CH:19][C:15]=1[C:16]([NH:1][CH:2]([CH3:12])[CH2:3][NH:4][C:5](=[O:11])[O:6][C:7]([CH3:8])([CH3:10])[CH3:9])=[O:17]. The yield is 0.400.